The task is: Regression/Classification. Given a drug SMILES string, predict its absorption, distribution, metabolism, or excretion properties. Task type varies by dataset: regression for continuous measurements (e.g., permeability, clearance, half-life) or binary classification for categorical outcomes (e.g., BBB penetration, CYP inhibition). For this dataset (solubility_aqsoldb), we predict Y.. This data is from Aqueous solubility values for 9,982 compounds from the AqSolDB database. (1) The compound is C=C(C)C(=O)O. The Y is 0.0563 log mol/L. (2) The compound is CN(C)N. The Y is 1.22 log mol/L. (3) The drug is CC(=O)CCCCCl. The Y is -1.42 log mol/L.